This data is from Reaction yield outcomes from USPTO patents with 853,638 reactions. The task is: Predict the reaction yield, written as a fraction of the theoretical maximum amount of product (1.0 means a 100% yield; for example, 0.34 means a 34% yield). (1) The yield is 0.840. The product is [CH3:24][C:14]1[CH:19]=[CH:18][C:17]([S:20]([O:12][CH2:11][CH:8]2[CH2:7][C:6]3[CH:5]=[C:4]([CH3:13])[CH:3]=[C:2]([Br:1])[C:10]=3[O:9]2)(=[O:22])=[O:21])=[CH:16][CH:15]=1. No catalyst specified. The reactants are [Br:1][C:2]1[C:10]2[O:9][CH:8]([CH2:11][OH:12])[CH2:7][C:6]=2[CH:5]=[C:4]([CH3:13])[CH:3]=1.[C:14]1([CH3:24])[CH:19]=[CH:18][C:17]([S:20](Cl)(=[O:22])=[O:21])=[CH:16][CH:15]=1.CC1C=CC(S(OCC2CC3C(C(F)(F)F)=CC=C(Cl)C=3O2)(=O)=O)=CC=1. (2) The reactants are [CH3:1][N:2]1[CH2:7][CH:6]=[C:5]([C:8]2[C:16]3[C:11](=[CH:12][CH:13]=[C:14]([NH:17][C:18]([NH:20]C(=O)C4C=CC=CC=4)=[S:19])[CH:15]=3)[NH:10][CH:9]=2)[CH2:4][CH2:3]1.I[CH3:30]. The catalyst is CC(C)=O. The product is [CH3:1][N:2]1[CH2:7][CH:6]=[C:5]([C:8]2[C:16]3[C:11](=[CH:12][CH:13]=[C:14]([NH:17][C:18]([S:20][CH3:30])=[NH:19])[CH:15]=3)[NH:10][CH:9]=2)[CH2:4][CH2:3]1. The yield is 0.190. (3) The reactants are [Br:1][C:2]1[CH:11]=[CH:10][C:5]([C:6]([NH:8][NH2:9])=[O:7])=[CH:4][CH:3]=1.[C:12](Cl)(=[O:19])[C:13]1[CH:18]=[CH:17][CH:16]=[CH:15][CH:14]=1. The catalyst is CN1CCCC1=O. The product is [C:12]([NH:9][NH:8][C:6](=[O:7])[C:5]1[CH:10]=[CH:11][C:2]([Br:1])=[CH:3][CH:4]=1)(=[O:19])[C:13]1[CH:18]=[CH:17][CH:16]=[CH:15][CH:14]=1. The yield is 0.800. (4) The reactants are [CH2:1]([O:3][C:4]([C:6]1[NH:7][C:8]([CH3:12])=[CH:9][C:10]=1[CH3:11])=[O:5])[CH3:2].[CH3:13][N:14]1[CH2:19][CH2:18][C:17](=O)[CH2:16][CH2:15]1. The catalyst is C(O)(=O)C.C(O)(C(F)(F)F)=O. The product is [CH2:1]([O:3][C:4]([C:6]1[NH:7][C:8]([CH3:12])=[C:9]([C:17]2[CH2:18][CH2:19][N:14]([CH3:13])[CH2:15][CH:16]=2)[C:10]=1[CH3:11])=[O:5])[CH3:2]. The yield is 0.850. (5) The reactants are [CH3:1][C:2]1[CH:3]=[C:4]([CH:8]=O)[O:5][C:6]=1[CH3:7].[CH3:10][O:11][C:12](=[O:29])[C:13]1[C:14](=[C:19]([NH:23]CCCCC)[CH:20]=[CH:21][CH:22]=1)[C:15]([O:17][CH3:18])=[O:16]. No catalyst specified. The product is [CH3:10][O:11][C:12](=[O:29])[C:13]1[C:14](=[C:19]([NH:23][CH2:8][C:4]2[O:5][C:6]([CH3:7])=[C:2]([CH3:1])[CH:3]=2)[CH:20]=[CH:21][CH:22]=1)[C:15]([O:17][CH3:18])=[O:16]. The yield is 0.750. (6) The catalyst is C(Cl)Cl. The product is [CH2:42]([N:41]([CH2:49][CH3:50])[C:39]([C:36]1[NH:35][C:34]([C:22]2[C:21]3[C:25](=[CH:26][CH:27]=[C:19]([C:16]4[C:17]([CH3:18])=[C:12]([CH2:11][N:3]([CH2:1][CH3:2])[C:4](=[O:10])[O:5][C:6]([CH3:8])([CH3:9])[CH3:7])[CH:13]=[N:14][CH:15]=4)[CH:20]=3)[N:24]([CH:28]3[CH2:33][CH2:32][CH2:31][CH2:30][O:29]3)[N:23]=2)=[N:38][CH:37]=1)=[O:40])[CH3:43]. The yield is 0.150. The reactants are [CH2:1]([N:3]([CH2:11][C:12]1[CH:13]=[N:14][CH:15]=[C:16]([C:19]2[CH:20]=[C:21]3[C:25](=[CH:26][CH:27]=2)[N:24]([CH:28]2[CH2:33][CH2:32][CH2:31][CH2:30][O:29]2)[N:23]=[C:22]3[C:34]2[NH:35][C:36]([C:39]([NH:41][CH2:42][C:43]3C=NC=CC=3)=[O:40])=[CH:37][N:38]=2)[C:17]=1[CH3:18])[C:4](=[O:10])[O:5][C:6]([CH3:9])([CH3:8])[CH3:7])[CH3:2].[C:49](OC(N(CC1C(C)=C(C2C=C3C(=CC=2)N(C2CCCCO2)N=C3C2NC(C(O)=O)=CN=2)C=NC=1)CC)=O)(C)(C)[CH3:50].CCN(CC)CC.C(NCC)C.CN(C(ON1N=NC2C=CC=NC1=2)=[N+](C)C)C.F[P-](F)(F)(F)(F)F. (7) The reactants are [Br:1][C:2]1[CH:7]=[CH:6][C:5]([C:8]2[O:9][C:10]([CH3:16])=[C:11]([CH2:13][C:14]#N)[N:12]=2)=[CH:4][CH:3]=1.COCCO.[OH-:22].[K+].[OH2:24]. No catalyst specified. The product is [Br:1][C:2]1[CH:7]=[CH:6][C:5]([C:8]2[O:9][C:10]([CH3:16])=[C:11]([CH2:13][C:14]([OH:24])=[O:22])[N:12]=2)=[CH:4][CH:3]=1. The yield is 0.600.